This data is from Peptide-MHC class I binding affinity with 185,985 pairs from IEDB/IMGT. The task is: Regression. Given a peptide amino acid sequence and an MHC pseudo amino acid sequence, predict their binding affinity value. This is MHC class I binding data. (1) The peptide sequence is KFTTSLSLHK. The MHC is HLA-A33:01 with pseudo-sequence HLA-A33:01. The binding affinity (normalized) is 0.167. (2) The binding affinity (normalized) is 0.220. The peptide sequence is TIEILRNYL. The MHC is HLA-A02:01 with pseudo-sequence HLA-A02:01. (3) The peptide sequence is MTCGQPLSL. The MHC is HLA-A32:01 with pseudo-sequence HLA-A32:01. The binding affinity (normalized) is 0.841. (4) The peptide sequence is AELLAACF. The MHC is HLA-B44:02 with pseudo-sequence HLA-B44:02. The binding affinity (normalized) is 0.794.